Dataset: NCI-60 drug combinations with 297,098 pairs across 59 cell lines. Task: Regression. Given two drug SMILES strings and cell line genomic features, predict the synergy score measuring deviation from expected non-interaction effect. Drug 1: C1=CN(C(=O)N=C1N)C2C(C(C(O2)CO)O)(F)F. Drug 2: C1CC(CCC1OC2=C(C(=CC=C2)Cl)F)(CC3=NC(=CC=C3)NC4=NC=CS4)C(=O)O. Cell line: NCI-H460. Synergy scores: CSS=70.4, Synergy_ZIP=2.34, Synergy_Bliss=-0.852, Synergy_Loewe=-4.89, Synergy_HSA=2.70.